From a dataset of Full USPTO retrosynthesis dataset with 1.9M reactions from patents (1976-2016). Predict the reactants needed to synthesize the given product. (1) Given the product [F:1][C:2]([F:14])([F:13])[S:3][C:4]1[CH:9]=[CH:8][C:7]([CH:10]([NH:24][C:17]2[C:18]3[C:19](=[N:20][CH:21]=[CH:22][CH:23]=3)[O:15][N:16]=2)[CH3:11])=[CH:6][CH:5]=1, predict the reactants needed to synthesize it. The reactants are: [F:1][C:2]([F:14])([F:13])[S:3][C:4]1[CH:9]=[CH:8][C:7]([C:10](=O)[CH3:11])=[CH:6][CH:5]=1.[O:15]1[C:19]2=[N:20][CH:21]=[CH:22][CH:23]=[C:18]2[C:17]([NH2:24])=[N:16]1.C([SiH](CC)CC)C.C(O)(C(F)(F)F)=O.C([O-])(O)=O.[Na+]. (2) Given the product [F:1][C:2]1[CH:9]=[C:6]([CH:7]=[N:18][C:14]2[CH:15]=[CH:16][CH:17]=[C:12]([O:11][CH3:10])[CH:13]=2)[CH:5]=[N:4][CH:3]=1, predict the reactants needed to synthesize it. The reactants are: [F:1][C:2]1[CH:3]=[N:4][CH:5]=[C:6]([CH:9]=1)[CH:7]=O.[CH3:10][O:11][C:12]1[CH:17]=[CH:16][CH:15]=[C:14]([NH2:18])[CH:13]=1. (3) Given the product [Cl:58][C:59]1[CH:64]=[CH:63][CH:62]=[CH:61][C:60]=1[NH:65][C:66](=[O:67])[NH:32][C:33]1[CH:38]=[CH:37][C:36]([C:39]2[S:43][C:42]([CH:44]3[CH2:45][CH2:46][CH:47]([CH2:50][C:51]([O:53][C:54]([CH3:57])([CH3:56])[CH3:55])=[O:52])[CH2:48][CH2:49]3)=[N:41][CH:40]=2)=[CH:35][CH:34]=1, predict the reactants needed to synthesize it. The reactants are: FC(F)(F)C1C=C(NC(=O)NC2C=CC(C3SC(CCC(OC)=O)=NC=3)=CC=2)C=CC=1.[NH2:32][C:33]1[CH:38]=[CH:37][C:36]([C:39]2[S:43][C:42]([CH:44]3[CH2:49][CH2:48][CH:47]([CH2:50][C:51]([O:53][C:54]([CH3:57])([CH3:56])[CH3:55])=[O:52])[CH2:46][CH2:45]3)=[N:41][CH:40]=2)=[CH:35][CH:34]=1.[Cl:58][C:59]1[CH:64]=[CH:63][CH:62]=[CH:61][C:60]=1[N:65]=[C:66]=[O:67]. (4) The reactants are: [Cl:1][C:2]1[C:7]([F:8])=[CH:6][CH:5]=[C:4]([F:9])[C:3]=1[C:10]1[C:19](=[O:20])[NH:18][C:13]2=[N:14][CH:15]=[CH:16][N:17]=[C:12]2[C:11]=1[OH:21].[CH3:22][C:23]([CH3:28])([CH3:27])[C:24](Cl)=[O:25].N1C=CC=CC=1. Given the product [Cl:1][C:2]1[C:7]([F:8])=[CH:6][CH:5]=[C:4]([F:9])[C:3]=1[C:10]1[C:19](=[O:20])[NH:18][C:13]2=[N:14][CH:15]=[CH:16][N:17]=[C:12]2[C:11]=1[O:21][C:24](=[O:25])[C:23]([CH3:28])([CH3:27])[CH3:22], predict the reactants needed to synthesize it.